Dataset: Reaction yield outcomes from USPTO patents with 853,638 reactions. Task: Predict the reaction yield, written as a fraction of the theoretical maximum amount of product (1.0 means a 100% yield; for example, 0.34 means a 34% yield). (1) The reactants are C([CH2:17][CH2:18][CH2:19][CH2:20][CH2:21][CH2:22][CH2:23][CH2:24]/[CH:25]=[CH:26]\[CH2:27][CH2:28][CH2:29][CH2:30][CH2:31][CH2:32][CH2:33][C:34]([NH-:36])=O)CCCCCCCCCCCCCCC.[H-].[H-].[H-].[H-].[Li+].[Al+3].[H-].[OH-].[Na+]. The catalyst is C1COCC1.CCOCC. The product is [CH2:32]([NH:36][CH2:34][CH2:33][CH2:32][CH2:31][CH2:30][CH2:29][CH2:28][CH2:27]/[CH:26]=[CH:25]\[CH2:24][CH2:23][CH2:22][CH2:21][CH2:20][CH2:19][CH2:18][CH3:17])[CH2:31][CH2:30][CH2:29][CH2:28][CH2:27][CH2:26][CH2:25][CH2:24][CH2:23][CH2:22][CH2:21][CH2:20][CH2:19][CH2:18][CH3:17]. The yield is 0.850. (2) The reactants are [Cl-].[Al+3].[Cl-].[Cl-].[H-].[Al+3].[Li+].[H-].[H-].[H-].[CH:11]([C:14]1[CH:19]=[CH:18][C:17]([CH:20]2[C:24]3[C:25]([CH3:43])=[C:26]([NH:31][C:32]([C:34]4[CH:42]=[CH:41][C:37]5[O:38][CH2:39][O:40][C:36]=5[CH:35]=4)=O)[C:27]([CH3:30])=[C:28]([CH3:29])[C:23]=3[O:22][C:21]2([CH3:45])[CH3:44])=[CH:16][CH:15]=1)([CH3:13])[CH3:12].[OH-].[Na+]. The catalyst is O1CCCC1. The product is [O:38]1[C:37]2[CH:41]=[CH:42][C:34]([CH2:32][NH:31][C:26]3[C:27]([CH3:30])=[C:28]([CH3:29])[C:23]4[O:22][C:21]([CH3:45])([CH3:44])[CH:20]([C:17]5[CH:16]=[CH:15][C:14]([CH:11]([CH3:13])[CH3:12])=[CH:19][CH:18]=5)[C:24]=4[C:25]=3[CH3:43])=[CH:35][C:36]=2[O:40][CH2:39]1. The yield is 0.400.